Task: Predict the product of the given reaction.. Dataset: Forward reaction prediction with 1.9M reactions from USPTO patents (1976-2016) (1) Given the reactants C(O)(=O)[C@H](C1C=CC=CC=1)O.[CH2:12]([O:16][C:17]([C@:19]1([NH2:24])[CH2:23][CH2:22][O:21][CH2:20]1)=[O:18])[CH2:13][CH2:14][CH3:15].C([O-])(O)=O.[Na+].[CH3:30][C:31]([O:34][C:35](O[C:35]([O:34][C:31]([CH3:33])([CH3:32])[CH3:30])=[O:36])=[O:36])([CH3:33])[CH3:32], predict the reaction product. The product is: [CH2:12]([O:16][C:17]([C@:19]1([NH:24][C:35]([O:34][C:31]([CH3:33])([CH3:32])[CH3:30])=[O:36])[CH2:23][CH2:22][O:21][CH2:20]1)=[O:18])[CH2:13][CH2:14][CH3:15]. (2) Given the reactants [CH3:1][C:2]1[C:6]([CH3:7])=[C:5]([NH:8][C:9](=[O:16])OCC(Cl)(Cl)Cl)[O:4][N:3]=1.Cl.Cl.[C:19]1([C:25]2[CH:30]=[N:29][CH:28]=[C:27]([N:31]3[CH2:36][CH2:35][NH:34][CH2:33][CH2:32]3)[N:26]=2)[CH:24]=[CH:23][CH:22]=[CH:21][CH:20]=1, predict the reaction product. The product is: [CH3:1][C:2]1[C:6]([CH3:7])=[C:5]([NH:8][C:9]([N:34]2[CH2:35][CH2:36][N:31]([C:27]3[CH:28]=[N:29][CH:30]=[C:25]([C:19]4[CH:24]=[CH:23][CH:22]=[CH:21][CH:20]=4)[N:26]=3)[CH2:32][CH2:33]2)=[O:16])[O:4][N:3]=1. (3) Given the reactants Br[C:2]1[CH:3]=[C:4]([CH:14]=[CH:15][CH:16]=1)[CH2:5][NH:6][C:7](=[O:13])[O:8][C:9]([CH3:12])([CH3:11])[CH3:10].[CH3:17][Si:18]([C:21]#[CH:22])([CH3:20])[CH3:19], predict the reaction product. The product is: [CH3:17][Si:18]([C:21]#[C:22][C:2]1[CH:3]=[C:4]([CH:14]=[CH:15][CH:16]=1)[CH2:5][NH:6][C:7](=[O:13])[O:8][C:9]([CH3:12])([CH3:11])[CH3:10])([CH3:20])[CH3:19].